Dataset: Full USPTO retrosynthesis dataset with 1.9M reactions from patents (1976-2016). Task: Predict the reactants needed to synthesize the given product. (1) The reactants are: [CH:1]([N:4]1[C:9]2[N:10]=[C:11](S(C)=O)[N:12]=[CH:13][C:8]=2[CH:7]=[CH:6][C:5]1=[O:17])([CH3:3])[CH3:2].[CH3:18][N:19]1[CH2:24][CH2:23][N:22]([C:25]2[CH:31]=[CH:30][C:28]([NH2:29])=[CH:27][CH:26]=2)[CH2:21][CH2:20]1.[O-2].[Al+3].[O-2].[O-2].[Al+3]. Given the product [CH:1]([N:4]1[C:9]2[N:10]=[C:11]([NH:29][C:28]3[CH:27]=[CH:26][C:25]([N:22]4[CH2:21][CH2:20][N:19]([CH3:18])[CH2:24][CH2:23]4)=[CH:31][CH:30]=3)[N:12]=[CH:13][C:8]=2[CH:7]=[CH:6][C:5]1=[O:17])([CH3:3])[CH3:2], predict the reactants needed to synthesize it. (2) Given the product [OH:3][CH:1]([C:4]1[CH:5]=[CH:6][C:7]([C:8]([NH:10][C:11]2[CH:16]=[CH:15][N:14]=[CH:13][CH:12]=2)=[O:9])=[CH:17][CH:18]=1)[CH3:2], predict the reactants needed to synthesize it. The reactants are: [C:1]([C:4]1[CH:18]=[CH:17][C:7]([C:8]([NH:10][C:11]2[CH:16]=[CH:15][N:14]=[CH:13][CH:12]=2)=[O:9])=[CH:6][CH:5]=1)(=[O:3])[CH3:2].[BH4-].[Na+].Cl. (3) Given the product [CH:1]([C:4]1[CH:5]=[CH:6][C:7]([C:10]2[O:11][CH:12]=[C:13]([C:15]3[CH:16]=[C:17]([CH:22]=[CH:23][CH:24]=3)[C:18]([OH:20])=[O:19])[N:14]=2)=[CH:8][CH:9]=1)([CH3:3])[CH3:2], predict the reactants needed to synthesize it. The reactants are: [CH:1]([C:4]1[CH:9]=[CH:8][C:7]([C:10]2[O:11][CH:12]=[C:13]([C:15]3[CH:16]=[C:17]([CH:22]=[CH:23][CH:24]=3)[C:18]([O:20]C)=[O:19])[N:14]=2)=[CH:6][CH:5]=1)([CH3:3])[CH3:2].[Li+].[OH-]. (4) The reactants are: [CH3:1][O:2][C:3]1[N:7]([CH3:8])[N:6]=[C:5]([CH3:9])[C:4]=1[C:10]#[N:11].N. Given the product [CH3:1][O:2][C:3]1[N:7]([CH3:8])[N:6]=[C:5]([CH3:9])[C:4]=1[CH2:10][NH2:11], predict the reactants needed to synthesize it. (5) The reactants are: C([N:8]1[CH2:13][C:12]([C:14]2[C:23]3[C:18](=[CH:19][CH:20]=[CH:21][CH:22]=3)[CH:17]=[CH:16][CH:15]=2)=[C:11]([C:24]#[N:25])[CH2:10][CH2:9]1)C1C=CC=CC=1.[Cl:26]C(OC(Cl)=O)C. Given the product [ClH:26].[C:14]1([C:12]2[CH2:13][NH:8][CH2:9][CH2:10][C:11]=2[C:24]#[N:25])[C:23]2[C:18](=[CH:19][CH:20]=[CH:21][CH:22]=2)[CH:17]=[CH:16][CH:15]=1, predict the reactants needed to synthesize it. (6) Given the product [OH:20][C@H:19]([C:21]1[CH:22]=[CH:23][C:24]([OH:32])=[C:25]([NH:27][S:28]([CH3:31])(=[O:30])=[O:29])[CH:26]=1)[CH2:18][NH:17][CH:2]1[CH2:7][CH2:6][N:5]([C:8]2[CH:16]=[CH:15][C:11]([C:12]([OH:14])=[O:13])=[CH:10][CH:9]=2)[CH2:4][CH2:3]1, predict the reactants needed to synthesize it. The reactants are: O=[C:2]1[CH2:7][CH2:6][N:5]([C:8]2[CH:16]=[CH:15][C:11]([C:12]([OH:14])=[O:13])=[CH:10][CH:9]=2)[CH2:4][CH2:3]1.[NH2:17][CH2:18][C@@H:19]([C:21]1[CH:22]=[CH:23][C:24]([OH:32])=[C:25]([NH:27][S:28]([CH3:31])(=[O:30])=[O:29])[CH:26]=1)[OH:20]. (7) Given the product [CH3:1][C:2]1[CH:17]=[CH:16][C:5]2[O:6][C:7]3([CH2:12][CH2:11][O:10][CH2:9][CH2:8]3)[C:13](=[O:14])[NH:18][C:4]=2[CH:3]=1, predict the reactants needed to synthesize it. The reactants are: [CH3:1][C:2]1[CH:17]=[CH:16][C:5]([O:6][C:7]2([C:13](O)=[O:14])[CH2:12][CH2:11][O:10][CH2:9][CH2:8]2)=[C:4]([N+:18]([O-])=O)[CH:3]=1. (8) Given the product [C:1]([O:5][C:6](=[O:20])[NH:7][CH:8]1[CH2:16][C:15]2[C:10](=[CH:11][CH:12]=[C:13]([NH2:17])[CH:14]=2)[CH2:9]1)([CH3:4])([CH3:2])[CH3:3], predict the reactants needed to synthesize it. The reactants are: [C:1]([O:5][C:6](=[O:20])[NH:7][CH:8]1[CH2:16][C:15]2[C:10](=[CH:11][CH:12]=[C:13]([N+:17]([O-])=O)[CH:14]=2)[CH2:9]1)([CH3:4])([CH3:3])[CH3:2].